Dataset: Forward reaction prediction with 1.9M reactions from USPTO patents (1976-2016). Task: Predict the product of the given reaction. (1) Given the reactants [CH3:1][O:2][C:3](=[O:17])[CH:4]=[CH:5][C:6]1[CH:16]=[CH:15][C:9]2[NH:10][C:11](=[O:14])[CH2:12][O:13][C:8]=2[CH:7]=1, predict the reaction product. The product is: [CH3:1][O:2][C:3](=[O:17])[CH2:4][CH2:5][C:6]1[CH:16]=[CH:15][C:9]2[NH:10][C:11](=[O:14])[CH2:12][O:13][C:8]=2[CH:7]=1. (2) The product is: [Cl:1][CH:2]([CH2:8][C:3]1[CH:5]=[CH:6][CH:7]=[CH:8][C:2]=1[Cl:1])[CH:3]=[O:13]. Given the reactants [Cl:1][C:2]1[CH:8]=[CH:7][CH:6]=[CH:5][C:3]=1N.N([O-])=O.[Na+].[O-2:13].[Ca+2], predict the reaction product.